This data is from Reaction yield outcomes from USPTO patents with 853,638 reactions. The task is: Predict the reaction yield, written as a fraction of the theoretical maximum amount of product (1.0 means a 100% yield; for example, 0.34 means a 34% yield). (1) The reactants are [F:1][C:2]1([F:13])[O:6][C:5]2[CH:7]=[CH:8][C:9]([CH:11]=[O:12])=[CH:10][C:4]=2[O:3]1.O. The catalyst is C1COCC1. The product is [F:13][C:2]1([F:1])[O:6][C:5]2[CH:7]=[CH:8][C:9]([CH2:11][OH:12])=[CH:10][C:4]=2[O:3]1. The yield is 0.950. (2) The reactants are [O:1]1[CH2:6][CH2:5][CH:4]([C:7]([O:9]C)=[O:8])[CH2:3][CH2:2]1.Cl. The catalyst is [OH-].[Na+].CO.O. The product is [O:1]1[CH2:6][CH2:5][CH:4]([C:7]([OH:9])=[O:8])[CH2:3][CH2:2]1. The yield is 0.870. (3) The yield is 0.970. The product is [OH:21][CH:18]([CH2:19][OH:20])[CH2:17][NH:16][C:9](=[O:10])[O:11][C:12]([CH3:13])([CH3:14])[CH3:15]. The reactants are [C:9](O[C:9]([O:11][C:12]([CH3:15])([CH3:14])[CH3:13])=[O:10])([O:11][C:12]([CH3:15])([CH3:14])[CH3:13])=[O:10].[NH2:16][CH2:17][CH:18]([OH:21])[CH2:19][OH:20]. The catalyst is C(#N)C. (4) The reactants are [OH:1][CH:2]1[C:11]2[N:10]=[CH:9][CH:8]=[CH:7][C:6]=2[CH2:5][CH2:4][CH2:3]1. The catalyst is C(Cl)Cl.[O-2].[O-2].[Mn+4]. The product is [N:10]1[C:11]2[C:2](=[O:1])[CH2:3][CH2:4][CH2:5][C:6]=2[CH:7]=[CH:8][CH:9]=1. The yield is 0.820. (5) The reactants are [O:1]1[CH:5]=[CH:4][CH:3]=[C:2]1[C:6]1[C:14]2[C:13]([NH:15][CH3:16])=[N:12][CH:11]=[N:10][C:9]=2[N:8]([C@@H:17]2[O:23][C@H:22]([CH2:24][OH:25])[C@@H:20]([OH:21])[C@H:18]2[OH:19])[CH:7]=1.I[C:27]1[C:35]2C(NC)=NC=N[C:30]=2N([C@@H]2O[C@H](CO)[C@@H](O)[C@H]2O)[CH:28]=1.O1C2C=CC=CC=2C=C1B(O)O. No catalyst specified. The product is [O:1]1[C:5]2[CH:28]=[CH:27][CH:35]=[CH:30][C:4]=2[CH:3]=[C:2]1[C:6]1[C:14]2[C:13]([NH:15][CH3:16])=[N:12][CH:11]=[N:10][C:9]=2[N:8]([C@@H:17]2[O:23][C@H:22]([CH2:24][OH:25])[C@@H:20]([OH:21])[C@H:18]2[OH:19])[CH:7]=1. The yield is 0.640. (6) The reactants are Cl[C:2]1[N:7]=[CH:6][C:5]2[O:8][C:9]3[C:14]([C@@:15]4([CH2:19][S:18][C:17]([NH:20][C:21](=[O:27])[O:22][C:23]([CH3:26])([CH3:25])[CH3:24])=[N:16]4)[C:4]=2[CH:3]=1)=[CH:13][C:12]([C:28]1[C:29]([F:34])=[N:30][CH:31]=[CH:32][CH:33]=1)=[CH:11][CH:10]=3.Cl.[F:36][C:37]1([F:42])[CH2:41][CH2:40][NH:39][CH2:38]1.C[Si]([N-][Si](C)(C)C)(C)C.[Li+]. The catalyst is O.CCOC(C)=O. The product is [F:36][C:37]1([F:42])[CH2:41][CH2:40][N:39]([C:2]2[N:7]=[CH:6][C:5]3[O:8][C:9]4[C:14]([C@@:15]5([CH2:19][S:18][C:17]([NH:20][C:21](=[O:27])[O:22][C:23]([CH3:24])([CH3:25])[CH3:26])=[N:16]5)[C:4]=3[CH:3]=2)=[CH:13][C:12]([C:28]2[C:29]([F:34])=[N:30][CH:31]=[CH:32][CH:33]=2)=[CH:11][CH:10]=4)[CH2:38]1. The yield is 0.230.